Dataset: Reaction yield outcomes from USPTO patents with 853,638 reactions. Task: Predict the reaction yield, written as a fraction of the theoretical maximum amount of product (1.0 means a 100% yield; for example, 0.34 means a 34% yield). (1) The catalyst is C(OCC)(=O)C. The product is [CH3:13][C:14]1[N:44]=[C:17]2[N:18]([CH:41]([CH3:43])[CH3:42])[C:19](=[O:40])[C:20]([CH2:25][C:26]3[CH:31]=[CH:30][C:29]([C:32]4[CH:37]=[CH:36][CH:35]=[CH:34][C:33]=4[C:38]4[NH:3][C:4](=[O:7])[O:5][N:39]=4)=[CH:28][CH:27]=3)=[C:21]([CH2:22][CH2:23][CH3:24])[N:16]2[N:15]=1. The yield is 0.560. The reactants are [Cl-].O[NH3+:3].[C:4](=[O:7])([O-])[OH:5].[Na+].CS(C)=O.[CH3:13][C:14]1[N:44]=[C:17]2[N:18]([CH:41]([CH3:43])[CH3:42])[C:19](=[O:40])[C:20]([CH2:25][C:26]3[CH:31]=[CH:30][C:29]([C:32]4[C:33]([C:38]#[N:39])=[CH:34][CH:35]=[CH:36][CH:37]=4)=[CH:28][CH:27]=3)=[C:21]([CH2:22][CH2:23][CH3:24])[N:16]2[N:15]=1. (2) The reactants are [NH2:1][C:2]([CH3:6])([CH3:5])[CH2:3][OH:4].C([O-])([O-])=O.[K+].[K+].[Br:13][C:14]1[CH:15]=[C:16]([CH:21]=[CH:22][C:23]=1[CH2:24]Br)[C:17]([O:19][CH3:20])=[O:18]. The catalyst is CC#N. The product is [Br:13][C:14]1[CH:15]=[C:16]([CH:21]=[CH:22][C:23]=1[CH2:24][NH:1][C:2]([CH3:6])([CH3:5])[CH2:3][OH:4])[C:17]([O:19][CH3:20])=[O:18]. The yield is 0.420. (3) The reactants are [NH2:1][C@@H:2]([CH2:33][C:34]1[CH:39]=[CH:38][CH:37]=[CH:36][CH:35]=1)[C@@H:3]([OH:32])[CH2:4][C@@H:5]([NH:19][C:20]([C@@H:22]([NH:27][C:28](=[O:31])[O:29][CH3:30])[C:23]([CH3:26])([CH3:25])[CH3:24])=[O:21])[CH2:6][C:7]1[CH:12]=[CH:11][C:10]([C:13]2[CH:18]=[CH:17][CH:16]=[CH:15][N:14]=2)=[CH:9][CH:8]=1.[CH3:40][C:41]([CH3:61])([CH3:60])[C@H:42]([N:46]1[CH2:50][CH2:49][N:48]([CH2:51][C:52]2[CH:53]=[N:54][C:55]([CH3:58])=[CH:56][CH:57]=2)[C:47]1=[O:59])[C:43](O)=[O:44].CCOP(ON1N=NC2C=CC=CC=2C1=O)(OCC)=O.C(N(CC)C(C)C)(C)C. The catalyst is C1COCC1. The product is [CH3:40][C:41]([CH3:61])([CH3:60])[C@H:42]([N:46]1[CH2:50][CH2:49][N:48]([CH2:51][C:52]2[CH:53]=[N:54][C:55]([CH3:58])=[CH:56][CH:57]=2)[C:47]1=[O:59])[C:43]([NH:1][C@@H:2]([CH2:33][C:34]1[CH:35]=[CH:36][CH:37]=[CH:38][CH:39]=1)[C@@H:3]([OH:32])[CH2:4][C@@H:5]([NH:19][C:20]([C@@H:22]([NH:27][C:28](=[O:31])[O:29][CH3:30])[C:23]([CH3:26])([CH3:25])[CH3:24])=[O:21])[CH2:6][C:7]1[CH:12]=[CH:11][C:10]([C:13]2[CH:18]=[CH:17][CH:16]=[CH:15][N:14]=2)=[CH:9][CH:8]=1)=[O:44]. The yield is 0.450. (4) The reactants are CS[C:3]1[N:4]=[CH:5][C:6]2[C:12](=[O:13])[CH2:11][CH:10]3[C:14](=[O:22])[NH:15][CH2:16][C:17]4([CH2:21][CH2:20][CH2:19][CH2:18]4)[N:9]3[C:7]=2[N:8]=1.CN(C)C(=O)C.[CH3:29][N:30]1[CH2:35][CH2:34][N:33]([C:36]2[CH:37]=[CH:38][C:39]([NH2:42])=[N:40][CH:41]=2)[CH2:32][CH2:31]1. No catalyst specified. The product is [CH3:29][N:30]1[CH2:35][CH2:34][N:33]([C:36]2[CH:37]=[CH:38][C:39]([NH:42][C:3]3[N:4]=[CH:5][C:6]4[C:12](=[O:13])[CH2:11][CH:10]5[C:14](=[O:22])[NH:15][CH2:16][C:17]6([CH2:18][CH2:19][CH2:20][CH2:21]6)[N:9]5[C:7]=4[N:8]=3)=[N:40][CH:41]=2)[CH2:32][CH2:31]1. The yield is 0.0700. (5) The reactants are C(OC([NH:8][CH2:9][C:10]1[CH:15]=[CH:14][C:13]([O:16][CH:17]2[CH2:23][CH2:22][CH2:21][CH2:20][CH2:19][CH2:18]2)=[CH:12][N:11]=1)=O)(C)(C)C.Cl. The catalyst is CO. The product is [NH2:8][CH2:9][C:10]1[CH:15]=[CH:14][C:13]([O:16][CH:17]2[CH2:18][CH2:19][CH2:20][CH2:21][CH2:22][CH2:23]2)=[CH:12][N:11]=1. The yield is 0.720. (6) The catalyst is O1CCCC1. The reactants are [Cl:1][C:2]1[CH:22]=[C:21]([C:23]([F:26])([F:25])[F:24])[CH:20]=[CH:19][C:3]=1[CH2:4][N:5]1[C:9]([CH2:10][CH2:11][C:12]([OH:14])=O)=[CH:8][C:7]([O:15][CH:16]([CH3:18])[CH3:17])=[N:6]1.[CH2:27]([S:32]([NH2:35])(=[O:34])=[O:33])[CH2:28][CH2:29][CH2:30][CH3:31].N12CCCN=C1CCCCC2. The yield is 0.0600. The product is [Cl:1][C:2]1[CH:22]=[C:21]([C:23]([F:26])([F:25])[F:24])[CH:20]=[CH:19][C:3]=1[CH2:4][N:5]1[C:9]([CH2:10][CH2:11][C:12]([NH:35][S:32]([CH2:27][CH2:28][CH2:29][CH2:30][CH3:31])(=[O:34])=[O:33])=[O:14])=[CH:8][C:7]([O:15][CH:16]([CH3:18])[CH3:17])=[N:6]1. (7) The reactants are [F:1][C:2]1[CH:7]=[CH:6][CH:5]=[CH:4][C:3]=1[C:8]1[CH:9]=[C:10]([CH2:22][N:23]([CH3:31])[C:24](=[O:30])[O:25][C:26]([CH3:29])([CH3:28])[CH3:27])[S:11][C:12]=1[S:13][C:14]1[CH:19]=[CH:18][CH:17]=[C:16]([O:20][CH3:21])[CH:15]=1.ClC1C=CC=C(C(OO)=[O:40])C=1.S([O-])([O-])(=O)=S.[Na+].[Na+]. The catalyst is C(OCC)(=O)C. The product is [F:1][C:2]1[CH:7]=[CH:6][CH:5]=[CH:4][C:3]=1[C:8]1[CH:9]=[C:10]([CH2:22][N:23]([CH3:31])[C:24](=[O:30])[O:25][C:26]([CH3:28])([CH3:27])[CH3:29])[S:11][C:12]=1[S:13]([C:14]1[CH:19]=[CH:18][CH:17]=[C:16]([O:20][CH3:21])[CH:15]=1)=[O:40]. The yield is 0.810.